This data is from Full USPTO retrosynthesis dataset with 1.9M reactions from patents (1976-2016). The task is: Predict the reactants needed to synthesize the given product. (1) Given the product [CH2:23]([O:30][CH2:31][CH2:32][CH2:33][CH2:34][O:1][C:2]1[CH:3]=[C:4]([C:8]2[CH:13]=[CH:12][C:11]([CH2:14][NH:15][C:16](=[O:22])[O:17][C:18]([CH3:19])([CH3:21])[CH3:20])=[CH:10][CH:9]=2)[CH:5]=[CH:6][CH:7]=1)[C:24]1[CH:29]=[CH:28][CH:27]=[CH:26][CH:25]=1, predict the reactants needed to synthesize it. The reactants are: [OH:1][C:2]1[CH:3]=[C:4]([C:8]2[CH:13]=[CH:12][C:11]([CH2:14][NH:15][C:16](=[O:22])[O:17][C:18]([CH3:21])([CH3:20])[CH3:19])=[CH:10][CH:9]=2)[CH:5]=[CH:6][CH:7]=1.[CH2:23]([O:30][CH2:31][CH2:32][CH2:33][CH2:34]O)[C:24]1[CH:29]=[CH:28][CH:27]=[CH:26][CH:25]=1.C1(P(C2C=CC=CC=2)C2C=CC=CC=2)C=CC=CC=1.N(C(OC(C)C)=O)=NC(OC(C)C)=O. (2) Given the product [CH3:20][C:10]([C:14]1[CH:15]=[CH:16][CH:17]=[CH:18][CH:19]=1)([CH2:11][CH2:12][CH3:13])[C:9]([OH:21])=[O:8], predict the reactants needed to synthesize it. The reactants are: C([O:8][C:9](=[O:21])[C:10]([CH3:20])([C:14]1[CH:19]=[CH:18][CH:17]=[CH:16][CH:15]=1)[CH2:11][CH:12]=[CH2:13])C1C=CC=CC=1.